From a dataset of Forward reaction prediction with 1.9M reactions from USPTO patents (1976-2016). Predict the product of the given reaction. (1) Given the reactants [CH3:1][C:2]1[CH:7]=[CH:6][C:5]([S:8]([N:11]2[CH2:15][C:14]3=[CH:16]S[CH:18]=[C:13]3[CH2:12]2)(=[O:10])=[O:9])=[CH:4][CH:3]=1.Br.C(O)(=O)CC.C1(O)C=CC=CC=1, predict the reaction product. The product is: [CH3:1][C:2]1[CH:7]=[CH:6][C:5]([S:8]([N:11]([CH2:12][C:13]#[CH:18])[CH2:15][C:14]#[CH:16])(=[O:10])=[O:9])=[CH:4][CH:3]=1. (2) Given the reactants O[CH:2]1[CH2:7][CH2:6][C:5](=[O:8])[CH2:4][CH2:3]1.C([O:11][C:12](=[O:23])[CH:13](P(OCC)(OCC)=O)[CH3:14])C.[H-].[Na+].[OH-].[K+], predict the reaction product. The product is: [C:2]12([CH:13]([CH3:14])[C:12]([OH:23])=[O:11])[O:8][CH:5]([CH2:4][CH2:3]1)[CH2:6][CH2:7]2. (3) The product is: [CH3:9][O:10][C:11]([C:13]1[C:14]2[CH:15]=[CH:16][NH:17][C:18]=2[CH:19]=[C:20]([NH:22][C:23]([O:25][C:26]([CH3:29])([CH3:28])[CH3:27])=[O:24])[CH:21]=1)=[O:12]. Given the reactants C(N(CC)CC)C.Cl.[CH3:9][O:10][C:11]([C:13]1[C:14]2[CH:15]=[CH:16][NH:17][C:18]=2[CH:19]=[C:20]([NH2:22])[CH:21]=1)=[O:12].[C:23](O[C:23]([O:25][C:26]([CH3:29])([CH3:28])[CH3:27])=[O:24])([O:25][C:26]([CH3:29])([CH3:28])[CH3:27])=[O:24], predict the reaction product.